Predict which catalyst facilitates the given reaction. From a dataset of Catalyst prediction with 721,799 reactions and 888 catalyst types from USPTO. (1) Reactant: [Cl:1][C:2]1[N:3]=[C:4]([C:21]2[CH:26]=[CH:25][C:24]([CH3:27])=[CH:23][C:22]=2[CH3:28])[C:5]2[C:10]([C:11]#[N:12])=[CH:9][N:8](COCC[Si](C)(C)C)[C:6]=2[N:7]=1.C(N)CN.[F-].C([N+](CCCC)(CCCC)CCCC)CCC. Product: [Cl:1][C:2]1[N:3]=[C:4]([C:21]2[CH:26]=[CH:25][C:24]([CH3:27])=[CH:23][C:22]=2[CH3:28])[C:5]2[C:10]([C:11]#[N:12])=[CH:9][NH:8][C:6]=2[N:7]=1. The catalyst class is: 1. (2) Product: [C:1]([O:5][C:6]([N:8]1[CH2:13][CH2:12][CH:11]([C:14]2[CH:15]=[N:16][C:17]([NH2:22])=[C:18]([C:20]#[N:21])[CH:19]=2)[CH2:10][CH2:9]1)=[O:7])([CH3:4])([CH3:2])[CH3:3]. Reactant: [C:1]([O:5][C:6]([N:8]1[CH2:13][CH:12]=[C:11]([C:14]2[CH:15]=[N:16][C:17]([NH2:22])=[C:18]([C:20]#[N:21])[CH:19]=2)[CH2:10][CH2:9]1)=[O:7])([CH3:4])([CH3:3])[CH3:2]. The catalyst class is: 19. (3) Reactant: [F:1][C:2]1[CH:3]=[C:4]([N:38]2[CH2:42][CH:41]([CH2:43][NH:44][C:45](=[O:47])[CH3:46])[O:40][C:39]2=[O:48])[CH:5]=[CH:6][C:7]=1[C:8]1[N:9]=[N:10][N:11]([CH2:13][C:14]2[N:15]=[CH:16][N:17](C(C3C=CC=CC=3)(C3C=CC=CC=3)C3C=CC=CC=3)[CH:18]=2)[CH:12]=1.FC(F)(F)C(O)=O. Product: [F:1][C:2]1[CH:3]=[C:4]([N:38]2[CH2:42][C@H:41]([CH2:43][NH:44][C:45](=[O:47])[CH3:46])[O:40][C:39]2=[O:48])[CH:5]=[CH:6][C:7]=1[C:8]1[N:9]=[N:10][N:11]([CH2:13][C:14]2[N:15]=[CH:16][NH:17][CH:18]=2)[CH:12]=1. The catalyst class is: 4. (4) Product: [N:1]1[C:10]2[C:5](=[CH:6][CH:7]=[CH:8][CH:9]=2)[CH:4]=[CH:3][C:2]=1[N:11]1[CH2:12][CH:13]([C:15]2[C:16]([N:21]3[CH2:26][CH2:25][CH:24]([CH:27]([OH:29])[CH3:28])[CH2:23][CH2:22]3)=[N:17][CH:18]=[CH:19][N:20]=2)[CH2:14]1. The catalyst class is: 5. Reactant: [N:1]1[C:10]2[C:5](=[CH:6][CH:7]=[CH:8][CH:9]=2)[CH:4]=[CH:3][C:2]=1[N:11]1[CH2:14][CH:13]([C:15]2[C:16]([N:21]3[CH2:26][CH2:25][CH:24]([C:27](=[O:29])[CH3:28])[CH2:23][CH2:22]3)=[N:17][CH:18]=[CH:19][N:20]=2)[CH2:12]1.[BH4-].[Na+]. (5) Reactant: [OH:1][C:2]1[CH:3]=[CH:4][C:5]2[C:9]([O:10][C:11]3[CH:16]=[CH:15][C:14](/[CH:17]=[CH:18]/[C:19]([O:21][C:22]([CH3:25])([CH3:24])[CH3:23])=[O:20])=[CH:13][CH:12]=3)=[C:8]([C:26]3[CH:31]=[CH:30][CH:29]=[CH:28][C:27]=3[CH:32]([CH3:34])[CH3:33])[S:7][C:6]=2[CH:35]=1.[C:36](O)(=[O:38])[CH3:37].Cl.CN(C)CCCN=C=NCC. Product: [C:36]([O:1][C:2]1[CH:3]=[CH:4][C:5]2[C:9]([O:10][C:11]3[CH:12]=[CH:13][C:14](/[CH:17]=[CH:18]/[C:19]([O:21][C:22]([CH3:25])([CH3:24])[CH3:23])=[O:20])=[CH:15][CH:16]=3)=[C:8]([C:26]3[CH:31]=[CH:30][CH:29]=[CH:28][C:27]=3[CH:32]([CH3:33])[CH3:34])[S:7][C:6]=2[CH:35]=1)(=[O:38])[CH3:37]. The catalyst class is: 172. (6) Reactant: [N:1]1[CH:2]=[CH:3][N:4]2[CH:9]=[CH:8][C:7]([C:10]([NH:12][NH2:13])=[NH:11])=[CH:6][C:5]=12.[CH:14]([CH:16]=O)=O. Product: [N:13]1[CH:16]=[CH:14][N:11]=[C:10]([C:7]2[CH:8]=[CH:9][N:4]3[CH:3]=[CH:2][N:1]=[C:5]3[CH:6]=2)[N:12]=1. The catalyst class is: 8. (7) The catalyst class is: 137. Reactant: [C:1]1([CH:7]([C:38]2[CH:43]=[CH:42][CH:41]=[CH:40][CH:39]=2)[CH2:8][CH2:9][N:10]([CH2:21][C:22](=[CH2:37])[CH2:23][N:24]2[CH2:29][CH2:28][N:27](C(OC(C)(C)C)=O)[CH2:26][CH2:25]2)[C:11]([NH:13][C:14]2[CH:19]=[CH:18][C:17]([CH3:20])=[CH:16][CH:15]=2)=[O:12])[CH:6]=[CH:5][CH:4]=[CH:3][CH:2]=1.C1(C(C2C=CC=CC=2)CCN(CC(=C)CN2CCN(C(OC(C)(C)C)=O)CC2)C(NC2C=CC=C(C(OC)=O)C=2)=O)C=CC=CC=1. Product: [C:1]1([CH:7]([C:38]2[CH:43]=[CH:42][CH:41]=[CH:40][CH:39]=2)[CH2:8][CH2:9][N:10]([CH2:21][C:22]([CH2:23][N:24]2[CH2:29][CH2:28][NH:27][CH2:26][CH2:25]2)=[CH2:37])[C:11](=[O:12])[NH:13][C:14]2[CH:19]=[CH:18][C:17]([CH3:20])=[CH:16][CH:15]=2)[CH:2]=[CH:3][CH:4]=[CH:5][CH:6]=1. (8) Reactant: Br[C:2]1[N:3]([CH2:9][O:10][CH2:11][CH2:12][Si:13]([CH3:16])([CH3:15])[CH3:14])[C:4]([Br:8])=[C:5]([Br:7])[N:6]=1.[F:17][C:18]1[CH:23]=[CH:22][C:21](B(O)O)=[CH:20][CH:19]=1.C([O-])([O-])=O.[Na+].[Na+]. Product: [Br:7][C:5]1[N:6]=[C:2]([C:21]2[CH:22]=[CH:23][C:18]([F:17])=[CH:19][CH:20]=2)[N:3]([CH2:9][O:10][CH2:11][CH2:12][Si:13]([CH3:16])([CH3:15])[CH3:14])[C:4]=1[Br:8]. The catalyst class is: 276.